From a dataset of Full USPTO retrosynthesis dataset with 1.9M reactions from patents (1976-2016). Predict the reactants needed to synthesize the given product. (1) Given the product [Br:28][C:23]1[CH:24]=[CH:25][N:20]2[N:19]=[CH:18][C:17]([C:15]([O:14][CH2:12][CH3:13])=[O:16])=[C:21]2[C:22]=1[F:27], predict the reactants needed to synthesize it. The reactants are: N([O-])=O.[Na+].FC(F)(F)C([O-])=O.[CH2:12]([O:14][C:15]([C:17]1[CH:18]=[N:19][N:20]2[CH:25]=[CH:24][C:23]([NH3+])=[C:22]([F:27])[C:21]=12)=[O:16])[CH3:13].[BrH:28]. (2) Given the product [OH:30][C@H:31]1[C@@H:14]2[N:34]([C:35](=[O:52])[N:12]([C:6]3[C:7]4[CH2:8][CH2:9][O:10][C:11]=4[C:3]([C:1]#[N:2])=[CH:4][CH:5]=3)[C:13]2=[O:15])[CH2:33][CH2:32]1, predict the reactants needed to synthesize it. The reactants are: [C:1]([C:3]1[C:11]2[O:10][CH2:9][CH2:8][C:7]=2[C:6]([NH:12][C:13](=[O:15])[CH3:14])=[CH:5][CH:4]=1)#[N:2].Cl.NC1C2CCCCC=2C(C#N)=CC=1.[OH:30][C@H:31]1[C@@H]2[N:34]([C:35](=[O:52])N(C3C4CCCCC=4C(C#N)=CC=3)C2=O)[CH2:33][CH2:32]1.